From a dataset of Catalyst prediction with 721,799 reactions and 888 catalyst types from USPTO. Predict which catalyst facilitates the given reaction. (1) Reactant: [NH2:1][C@@H:2]([C@H:6]([OH:9])[CH2:7][CH3:8])[C:3]([OH:5])=[O:4].[C:10]([O-:13])(O)=[O:11].[Na+].[C:15]1([CH2:21][CH2:22][CH2:23][CH2:24][CH2:25]C2C(=O)N(C([O-])=O)C=CC=2)[CH:20]=[CH:19][CH:18]=[CH:17][CH:16]=1. The catalyst class is: 90. Product: [OH:9][C@H:6]([CH2:7][CH3:8])[C@H:2]([NH:1][C:10]([O:13][CH2:25][CH2:24][CH2:23][CH2:22][CH2:21][C:15]1[CH:20]=[CH:19][CH:18]=[CH:17][CH:16]=1)=[O:11])[C:3]([OH:5])=[O:4]. (2) The catalyst class is: 5. Reactant: [F:1][C:2]1[CH:3]=[N:4][CH:5]=[CH:6][C:7]=1[C:8]1[C:9]([O:16]C)=[N:10][C:11]([O:14]C)=[N:12][CH:13]=1.CC(O)C.C(Cl)[Cl:23]. Product: [ClH:23].[F:1][C:2]1[CH:3]=[N:4][CH:5]=[CH:6][C:7]=1[C:8]1[C:9](=[O:16])[NH:10][C:11](=[O:14])[NH:12][CH:13]=1. (3) Reactant: [C:1]1([S:7](Cl)(=[O:9])=[O:8])[CH:6]=[CH:5][CH:4]=[CH:3][CH:2]=1.[Br:11][C:12]1[CH:13]=[C:14]([NH:19][CH2:20][CH:21]([O:25][CH2:26][CH3:27])[O:22][CH2:23][CH3:24])[CH:15]=[CH:16][C:17]=1[CH3:18].N1C=CC=CC=1.C(=O)([O-])O.[Na+]. Product: [Br:11][C:12]1[CH:13]=[C:14]([N:19]([CH2:20][CH:21]([O:25][CH2:26][CH3:27])[O:22][CH2:23][CH3:24])[S:7]([C:1]2[CH:6]=[CH:5][CH:4]=[CH:3][CH:2]=2)(=[O:9])=[O:8])[CH:15]=[CH:16][C:17]=1[CH3:18]. The catalyst class is: 4. (4) Reactant: Br[C:2]1[CH:3]=[C:4]2[C:9](=[CH:10][CH:11]=1)[CH:8]=[C:7]([S:12]([CH2:15][CH2:16][C:17]([O:19][C:20]([CH3:23])([CH3:22])[CH3:21])=[O:18])(=[O:14])=[O:13])[CH:6]=[CH:5]2.[CH2:24]([Sn](CCCC)(CCCC)C=C)[CH2:25]CC.[Cl-].[Li+]. Product: [CH:24]([C:2]1[CH:3]=[C:4]2[C:9](=[CH:10][CH:11]=1)[CH:8]=[C:7]([S:12]([CH2:15][CH2:16][C:17]([O:19][C:20]([CH3:23])([CH3:22])[CH3:21])=[O:18])(=[O:14])=[O:13])[CH:6]=[CH:5]2)=[CH2:25]. The catalyst class is: 747. (5) Reactant: [Br:1][C:2]1[C:10]2[C:9]([NH:11][C:12]3[CH:13]=[C:14]4[C:18](=[CH:19][C:20]=3OC)[NH:17][N:16]=[CH:15]4)=[N:8][CH:7]=[N:6][C:5]=2[NH:4][C:3]=1[C:23]([O:25]CC)=[O:24].C(O)C.[OH-].[Li+].Cl. Product: [Br:1][C:2]1[C:10]2[C:9]([NH:11][C:12]3[CH:13]=[C:14]4[C:18](=[CH:19][CH:20]=3)[NH:17][N:16]=[CH:15]4)=[N:8][CH:7]=[N:6][C:5]=2[NH:4][C:3]=1[C:23]([OH:25])=[O:24]. The catalyst class is: 12. (6) Reactant: CC(O)=O.[CH3:5][C:6]1([CH:10]=O)[CH2:9][O:8][CH2:7]1.[NH2:12][C@@H:13]([C:19]1[CH:24]=[CH:23][C:22]([C:25]#[N:26])=[CH:21][CH:20]=1)[CH2:14][C:15]([O:17][CH3:18])=[O:16].C([BH3-])#N.[Na+]. Product: [CH3:18][O:17][C:15](=[O:16])[CH2:14][C@H:13]([C:19]1[CH:20]=[CH:21][C:22]([C:25]#[N:26])=[CH:23][CH:24]=1)[NH:12][CH2:10][C:6]1([CH3:5])[CH2:7][O:8][CH2:9]1. The catalyst class is: 23.